Task: Predict the reactants needed to synthesize the given product.. Dataset: Retrosynthesis with 50K atom-mapped reactions and 10 reaction types from USPTO (1) Given the product CN(CCc1ccc2c(c1)S(=O)CN2C)Cc1ccccc1, predict the reactants needed to synthesize it. The reactants are: CN1CS(=O)c2cc(CCBr)ccc21.CNCc1ccccc1. (2) Given the product Nc1ccc(N2CC3CC3C2)nc1, predict the reactants needed to synthesize it. The reactants are: O=[N+]([O-])c1ccc(N2CC3CC3C2)nc1.